The task is: Predict the reaction yield, written as a fraction of the theoretical maximum amount of product (1.0 means a 100% yield; for example, 0.34 means a 34% yield).. This data is from Reaction yield outcomes from USPTO patents with 853,638 reactions. (1) The reactants are [C:1]([O:7][CH2:8][N:9]1[C:13]2[N:14]=[CH:15][N:16]=[C:17]([C:18]3[CH:19]=[N:20][N:21]([C@@H:23]([CH:27]4[CH2:31][CH2:30][CH2:29][CH2:28]4)[CH2:24][CH:25]=O)[CH:22]=3)[C:12]=2[CH:11]=[CH:10]1)(=[O:6])[C:2]([CH3:5])([CH3:4])[CH3:3].O1CCCC1.[OH-].[NH4+:38].II. The catalyst is O. The product is [C:1]([O:7][CH2:8][N:9]1[C:13]2[N:14]=[CH:15][N:16]=[C:17]([C:18]3[CH:19]=[N:20][N:21]([C@@H:23]([CH:27]4[CH2:31][CH2:30][CH2:29][CH2:28]4)[CH2:24][C:25]#[N:38])[CH:22]=3)[C:12]=2[CH:11]=[CH:10]1)(=[O:6])[C:2]([CH3:4])([CH3:5])[CH3:3]. The yield is 0.868. (2) The reactants are Cl[C:2]1[CH:3]=[C:4]2[C:9](=[C:10]([O:12][CH:13]3[CH2:18][CH2:17][N:16]([C:19]([O:21][C:22]([CH3:25])([CH3:24])[CH3:23])=[O:20])[CH2:15][CH2:14]3)[CH:11]=1)[N:8]=[CH:7][CH:6]=[CH:5]2.CN1C(=O)CCC1.[CH2:33]([Mg]Br)[CH2:34][CH2:35][CH2:36][CH3:37].[Cl-].[NH4+]. The catalyst is C1COCC1.C/C(/O)=C/C(C)=O.C/C(/O)=C/C(C)=O.C/C(/O)=C/C(C)=O.[Fe]. The product is [CH2:33]([C:2]1[CH:3]=[C:4]2[C:9](=[C:10]([O:12][CH:13]3[CH2:14][CH2:15][N:16]([C:19]([O:21][C:22]([CH3:24])([CH3:25])[CH3:23])=[O:20])[CH2:17][CH2:18]3)[CH:11]=1)[N:8]=[CH:7][CH:6]=[CH:5]2)[CH2:34][CH2:35][CH2:36][CH3:37]. The yield is 0.740. (3) The yield is 0.510. The catalyst is C1COCC1. The product is [CH3:11][CH:12]([CH2:30][CH2:31][CH2:32][CH:33]([CH3:40])[CH2:34][CH2:35][CH2:36][CH:37]([CH3:39])[CH3:38])[CH2:13][CH2:14][O:15][C:16]1[CH:28]=[CH:27][C:26]2[C:25]3[C:20](=[CH:21][CH:22]=[CH:23][CH:24]=3)[C:19]([C:5]3[CH:10]=[CH:9][CH:8]=[CH:7][CH:6]=3)([OH:29])[C:18]=2[CH:17]=1. The reactants are [Mg].II.Br[C:5]1[CH:10]=[CH:9][CH:8]=[CH:7][CH:6]=1.[CH3:11][CH:12]([CH2:30][CH2:31][CH2:32][CH:33]([CH3:40])[CH2:34][CH2:35][CH2:36][CH:37]([CH3:39])[CH3:38])[CH2:13][CH2:14][O:15][C:16]1[CH:28]=[CH:27][C:26]2[C:25]3[C:20](=[CH:21][CH:22]=[CH:23][CH:24]=3)[C:19](=[O:29])[C:18]=2[CH:17]=1. (4) The reactants are OC(C)(C)CN1C=C[C:6]([NH:9][C:10](=[O:30])[C@@H:11]([N:16]2[CH2:20][C:19]([O:21][C:22]3[CH:27]=[CH:26][CH:25]=[CH:24][C:23]=3[Cl:28])=[CH:18][C:17]2=[O:29])[CH2:12][CH:13]([CH3:15])[CH3:14])=[N:5]1.Cl.CN(C)[CH2:36][CH2:37][CH2:38]N=C=NCC.ON1C2C=CC=CC=2N=N1.NC1[S:60][N:59]=[C:58]([CH2:61][C:62]([OH:64])=[O:63])N=1. The catalyst is ClCCl. The product is [CH2:38]([O:64][C:62](=[O:63])[CH2:61][C:58]1[N:5]=[C:6]([NH:9][C:10](=[O:30])[C@@H:11]([N:16]2[CH2:20][C:19]([O:21][C:22]3[CH:27]=[CH:26][CH:25]=[CH:24][C:23]=3[Cl:28])=[CH:18][C:17]2=[O:29])[CH2:12][CH:13]([CH3:15])[CH3:14])[S:60][N:59]=1)[CH:37]=[CH2:36]. The yield is 0.700. (5) The reactants are Cl[C:2]1[N:7]=[C:6]([N:8]([CH3:20])[C:9]2[CH:14]=[CH:13][C:12]([O:15][C:16]([F:19])([F:18])[F:17])=[CH:11][CH:10]=2)[CH:5]=[C:4]([C:21]([F:24])([F:23])[F:22])[N:3]=1.C[NH:26][NH2:27]. The catalyst is C1COCC1. The product is [NH:26]([C:2]1[N:7]=[C:6]([N:8]([CH3:20])[C:9]2[CH:14]=[CH:13][C:12]([O:15][C:16]([F:19])([F:18])[F:17])=[CH:11][CH:10]=2)[CH:5]=[C:4]([C:21]([F:24])([F:23])[F:22])[N:3]=1)[NH2:27]. The yield is 0.880. (6) The reactants are [C:1]([C:3]1[CH:8]=[CH:7][CH:6]=[CH:5][C:4]=1[C:9]1[CH:14]=[CH:13][C:12]([CH2:15][N:16]2[C:21](=[O:22])[C:20]([C:23](O)=[O:24])=[C:19]([CH2:26][CH3:27])[N:18]=[C:17]2[CH2:28][CH2:29][CH3:30])=[CH:11][CH:10]=1)#[N:2].[NH:31]1[CH2:36][CH2:35][O:34][CH2:33][CH2:32]1.Cl.CN(C)CCCN=C=NCC.O.ON1C2C=CC=CC=2N=N1. The yield is 0.890. The product is [CH2:26]([C:19]1[N:18]=[C:17]([CH2:28][CH2:29][CH3:30])[N:16]([CH2:15][C:12]2[CH:11]=[CH:10][C:9]([C:4]3[C:3]([C:1]#[N:2])=[CH:8][CH:7]=[CH:6][CH:5]=3)=[CH:14][CH:13]=2)[C:21](=[O:22])[C:20]=1[C:23]([N:31]1[CH2:36][CH2:35][O:34][CH2:33][CH2:32]1)=[O:24])[CH3:27]. The catalyst is CN(C)C=O.C(OCC)(=O)C.C(N(CC)CC)C.